This data is from Forward reaction prediction with 1.9M reactions from USPTO patents (1976-2016). The task is: Predict the product of the given reaction. (1) The product is: [C:52]([NH:5][CH2:6][CH2:7][CH2:8][CH2:9][CH2:10][CH2:11][NH:12][C:13]([C:15]1[CH:20]=[CH:19][C:18]([NH:21][C:22]([N:24]2[CH2:25][C:26]3[C:31](=[CH:30][CH:29]=[CH:28][CH:27]=3)[CH2:32]2)=[O:23])=[CH:17][CH:16]=1)=[O:14])(=[O:57])[C:49]1[CH:50]=[CH:51][CH:46]=[CH:47][CH:48]=1. Given the reactants C(Cl)(=O)C.[NH2:5][CH2:6][CH2:7][CH2:8][CH2:9][CH2:10][CH2:11][NH:12][C:13]([C:15]1[CH:20]=[CH:19][C:18]([NH:21][C:22]([N:24]2[CH2:32][C:31]3[C:26](=[CH:27][CH:28]=[CH:29][CH:30]=3)[CH2:25]2)=[O:23])=[CH:17][CH:16]=1)=[O:14].NC1C=C2C(=CC=1)CN(C(N[C:46]1[CH:51]=[CH:50][C:49]([C:52](=[O:57])NCCC)=[CH:48][CH:47]=1)=O)C2, predict the reaction product. (2) Given the reactants [I-].[O:2]1[CH2:6][CH2:5][O:4][CH:3]1[CH2:7][CH2:8]/[C:9](/[CH3:35])=[CH:10]/[CH:11]=[CH:12]/[CH2:13][CH2:14][CH2:15][P+](C1C=CC=CC=1)(C1C=CC=CC=1)C1C=CC=CC=1.C[Si]([N-][Si](C)(C)C)(C)C.[Na+].[CH3:46][O:47][C:48]1[CH:55]=[CH:54][C:53]([O:56][CH3:57])=[CH:52][C:49]=1[CH:50]=O, predict the reaction product. The product is: [CH3:46][O:47][C:48]1[CH:55]=[CH:54][C:53]([O:56][CH3:57])=[CH:52][C:49]=1/[CH:50]=[CH:15]\[CH2:14][CH2:13]/[CH:12]=[CH:11]/[CH:10]=[C:9](\[CH3:35])/[CH2:8][CH2:7][CH:3]1[O:2][CH2:6][CH2:5][O:4]1.[O:2]1[CH2:6][CH2:5][O:4][CH2:3]1. (3) Given the reactants [CH3:1][C:2]1([CH2:7][C:8]2[CH:13]=[CH:12][CH:11]=[C:10]([N+:14]([O-])=O)[CH:9]=2)[O:6][CH2:5][CH2:4][O:3]1, predict the reaction product. The product is: [CH3:1][C:2]1([CH2:7][C:8]2[CH:9]=[C:10]([NH2:14])[CH:11]=[CH:12][CH:13]=2)[O:3][CH2:4][CH2:5][O:6]1.